This data is from CYP3A4 inhibition data for predicting drug metabolism from PubChem BioAssay. The task is: Regression/Classification. Given a drug SMILES string, predict its absorption, distribution, metabolism, or excretion properties. Task type varies by dataset: regression for continuous measurements (e.g., permeability, clearance, half-life) or binary classification for categorical outcomes (e.g., BBB penetration, CYP inhibition). Dataset: cyp3a4_veith. (1) The molecule is O=C(Nc1cccc(OC(=O)c2ccco2)c1)c1ccco1. The result is 0 (non-inhibitor). (2) The compound is CN(C)C[C@H]1CCC2=C(C1=O)C(c1ccc(Cl)c(Cl)c1)C1=C(CC[C@H](CN(C)C)C1=O)O2. The result is 1 (inhibitor). (3) The drug is COc1cc2c(c(O)c1OC)C(=O)C(OC)CCC2. The result is 0 (non-inhibitor). (4) The result is 0 (non-inhibitor). The molecule is COC(=O)c1cn(NC(=O)C2CCC(C(C)(C)C)CC2)c(=O)c2ccccc12. (5) The drug is Cc1cccc(NC(=O)CSc2nnnn2C)n1. The result is 0 (non-inhibitor). (6) The drug is CC(=O)Oc1c(S(=O)(=O)c2ccc(C)cc2)c(C)nn1C(C)(C)C. The result is 1 (inhibitor).